From a dataset of Catalyst prediction with 721,799 reactions and 888 catalyst types from USPTO. Predict which catalyst facilitates the given reaction. (1) Product: [NH2:15][C:6]1[C:7]([NH:9][CH2:10][C:11]([O:13][CH3:14])=[O:12])=[N:8][C:3]([O:2][CH3:1])=[CH:4][CH:5]=1. The catalyst class is: 354. Reactant: [CH3:1][O:2][C:3]1[N:8]=[C:7]([NH:9][CH2:10][C:11]([O:13][CH3:14])=[O:12])[C:6]([N+:15]([O-])=O)=[CH:5][CH:4]=1.CO. (2) Reactant: [CH3:1][C:2]1[CH:7]=[C:6]([CH3:8])[N:5]2[N:9]=[C:10]([CH:12]=O)[N:11]=[C:4]2[N:3]=1.[CH:14]1([C:19]2([CH2:27][CH2:28][C:29]3[CH:34]=[C:33]([CH2:35][CH3:36])[CH:32]=[CH:31][C:30]=3[OH:37])[O:24][C:23](=[O:25])[CH2:22][C:21](=[O:26])[CH2:20]2)[CH2:18][CH2:17][CH2:16][CH2:15]1. Product: [CH:14]1([C:19]2([CH2:27][CH2:28][C:29]3[CH:34]=[C:33]([CH2:35][CH3:36])[CH:32]=[CH:31][C:30]=3[OH:37])[O:24][C:23](=[O:25])[C:22]([CH2:12][C:10]3[N:11]=[C:4]4[N:3]=[C:2]([CH3:1])[CH:7]=[C:6]([CH3:8])[N:5]4[N:9]=3)=[C:21]([OH:26])[CH2:20]2)[CH2:18][CH2:17][CH2:16][CH2:15]1. The catalyst class is: 5. (3) Reactant: Cl[CH2:2][CH2:3][CH2:4][C:5]([NH2:7])=[O:6].C([O-])([O-])=O.[Cs+].[Cs+].[Cl:14][C:15]1[CH:20]=[C:19]([C:21]2[CH:26]=[N:25][CH:24]=[C:23]([CH3:27])[N:22]=2)[CH:18]=[CH:17][C:16]=1[C:28]1[C:39](=[O:40])[NH:38][C:31]2[N:32]=[C:33]([S:36][CH3:37])[N:34]=[CH:35][C:30]=2[CH:29]=1. Product: [Cl:14][C:15]1[CH:20]=[C:19]([C:21]2[CH:26]=[N:25][CH:24]=[C:23]([CH3:27])[N:22]=2)[CH:18]=[CH:17][C:16]=1[C:28]1[C:39](=[O:40])[N:38]([CH2:2][CH2:3][CH2:4][C:5]([NH2:7])=[O:6])[C:31]2[N:32]=[C:33]([S:36][CH3:37])[N:34]=[CH:35][C:30]=2[CH:29]=1. The catalyst class is: 3. (4) Reactant: COC[O:4][C:5]1[CH:10]=[CH:9][C:8]([C:11]2[N:16]=[C:15]3[N:17](C4CCCCO4)[N:18]=[C:19]([CH3:20])[C:14]3=[C:13]([CH2:27][N:28]3[CH2:33][CH2:32][NH:31][C@H:30]([CH2:34][C:35]([F:38])([F:37])[F:36])[CH2:29]3)[CH:12]=2)=[CH:7][CH:6]=1.Cl. Product: [CH3:20][C:19]1[C:14]2[C:15](=[N:16][C:11]([C:8]3[CH:7]=[CH:6][C:5]([OH:4])=[CH:10][CH:9]=3)=[CH:12][C:13]=2[CH2:27][N:28]2[CH2:33][CH2:32][NH:31][C@H:30]([CH2:34][C:35]([F:38])([F:37])[F:36])[CH2:29]2)[NH:17][N:18]=1. The catalyst class is: 12. (5) Reactant: Br[C:2]1[CH:3]=[CH:4][C:5]([OH:10])=[C:6]([CH:9]=1)[CH:7]=[O:8].CC([O-])=O.[K+].[CH3:16][C:17]1([CH3:33])[C:21]([CH3:23])([CH3:22])[O:20][B:19]([B:19]2[O:20][C:21]([CH3:23])([CH3:22])[C:17]([CH3:33])([CH3:16])[O:18]2)[O:18]1. Product: [OH:10][C:5]1[CH:4]=[CH:3][C:2]([B:19]2[O:20][C:21]([CH3:23])([CH3:22])[C:17]([CH3:33])([CH3:16])[O:18]2)=[CH:9][C:6]=1[CH:7]=[O:8]. The catalyst class is: 75. (6) Reactant: [Cl:1][C:2]1[CH:3]=[CH:4][C:5]([CH:11]([CH3:13])[CH3:12])=[C:6]([CH:8]=[N:9]O)[CH:7]=1.B. Product: [Cl:1][C:2]1[CH:3]=[CH:4][C:5]([CH:11]([CH3:13])[CH3:12])=[C:6]([CH2:8][NH2:9])[CH:7]=1. The catalyst class is: 7. (7) Reactant: Cl[C:2]1[C:7]([Cl:8])=[N:6][N:5]([CH3:9])[C:4](=[O:10])[CH:3]=1.[CH2:11]([Sn]([CH2:11][CH2:12][CH2:13][CH3:14])([CH2:11][CH2:12][CH2:13][CH3:14])/C=C/C(OCC)=O)[CH2:12][CH2:13][CH3:14]. Product: [CH2:11]([C:2]1[C:7]([Cl:8])=[N:6][N:5]([CH3:9])[C:4](=[O:10])[CH:3]=1)[CH2:12][CH2:13][CH3:14]. The catalyst class is: 77. (8) Reactant: [F:1][C:2]([F:19])([F:18])[C:3]1[CH:8]=[CH:7][C:6]([C:9]2[C:10]([C:15](Cl)=[O:16])=[CH:11][CH:12]=[CH:13][CH:14]=2)=[CH:5][CH:4]=1.[C:20]([N:23]1[C:31]2[C:26](=[CH:27][C:28]([NH2:32])=[CH:29][CH:30]=2)[CH2:25][CH2:24]1)(=[O:22])[CH3:21].C(N(CC)CC)C.C(OCC)(=O)C. Product: [C:20]([N:23]1[C:31]2[C:26](=[CH:27][C:28]([NH:32][C:15]([C:10]3[C:9]([C:6]4[CH:7]=[CH:8][C:3]([C:2]([F:19])([F:18])[F:1])=[CH:4][CH:5]=4)=[CH:14][CH:13]=[CH:12][CH:11]=3)=[O:16])=[CH:29][CH:30]=2)[CH2:25][CH2:24]1)(=[O:22])[CH3:21]. The catalyst class is: 30. (9) Reactant: [Cl:1][C:2]1[N:3]=[CH:4][N:5]([C:12]2[C:17]([F:18])=[CH:16][CH:15]=[CH:14][C:13]=2[F:19])[C:6]=1[C:7](OCC)=[O:8].[H-].[Al+3].[Li+].[H-].[H-].[H-].O.[OH-].[Na+]. Product: [Cl:1][C:2]1[N:3]=[CH:4][N:5]([C:12]2[C:17]([F:18])=[CH:16][CH:15]=[CH:14][C:13]=2[F:19])[C:6]=1[CH2:7][OH:8]. The catalyst class is: 27. (10) Reactant: [C:1]([O:5][C:6]([N:8]1[CH2:13][CH2:12][CH2:11][CH:10]([O:14][C:15]2[CH:20]=[CH:19][CH:18]=[CH:17][C:16]=2Br)[CH2:9]1)=[O:7])([CH3:4])([CH3:3])[CH3:2].[NH:22]1[CH2:27][CH2:26][NH:25][CH2:24][CH2:23]1.C1C=CC(P(C2C(C3C(P(C4C=CC=CC=4)C4C=CC=CC=4)=CC=C4C=3C=CC=C4)=C3C(C=CC=C3)=CC=2)C2C=CC=CC=2)=CC=1.CC(C)([O-])C.[Na+]. Product: [C:1]([O:5][C:6]([N:8]1[CH2:13][CH2:12][CH2:11][CH:10]([O:14][C:15]2[CH:20]=[CH:19][CH:18]=[CH:17][C:16]=2[N:22]2[CH2:27][CH2:26][NH:25][CH2:24][CH2:23]2)[CH2:9]1)=[O:7])([CH3:4])([CH3:3])[CH3:2]. The catalyst class is: 110.